This data is from Full USPTO retrosynthesis dataset with 1.9M reactions from patents (1976-2016). The task is: Predict the reactants needed to synthesize the given product. (1) Given the product [CH:1]1[C:10]2[C:5](=[CH:6][CH:7]=[CH:8][CH:9]=2)[CH:4]=[CH:3][C:2]=1[C:11]1[CH:12]=[CH:13][C:14]([C:17]2[C:18]3[C:23]([C:24]([C:32]4[CH:37]=[CH:36][C:35]([C:38]5[CH:47]=[CH:46][C:45]6[C:40](=[CH:41][CH:42]=[CH:43][CH:44]=6)[CH:39]=5)=[CH:34][CH:33]=4)=[C:25]4[C:30]=2[CH:29]=[CH:28][CH:27]=[CH:26]4)=[CH:22][CH:21]=[CH:20][CH:19]=3)=[CH:15][CH:16]=1, predict the reactants needed to synthesize it. The reactants are: [CH:1]1[C:10]2[C:5](=[CH:6][CH:7]=[CH:8][CH:9]=2)[CH:4]=[CH:3][C:2]=1[C:11]1[CH:16]=[CH:15][C:14]([C:17]2(O)[C:30]3[CH:29]=[CH:28][CH:27]=[CH:26][C:25]=3[C:24]([C:32]3[CH:37]=[CH:36][C:35]([C:38]4[CH:47]=[CH:46][C:45]5[C:40](=[CH:41][CH:42]=[CH:43][CH:44]=5)[CH:39]=4)=[CH:34][CH:33]=3)(O)[C:23]3[C:18]2=[CH:19][CH:20]=[CH:21][CH:22]=3)=[CH:13][CH:12]=1.I.[PH2](O)=O. (2) Given the product [Cl:13][C:14]1[CH:19]=[CH:18][C:17]([CH:20]2[CH2:25][C:24](=[O:26])[NH:23][C:22]([CH3:27])=[C:21]2[C:28]([NH:12][C:9]2[CH:10]=[C:11]3[C:6](=[CH:7][CH:8]=2)[NH:5][N:4]=[C:3]3[CH2:1][CH3:2])=[O:29])=[CH:16][C:15]=1[O:31][CH3:32], predict the reactants needed to synthesize it. The reactants are: [CH2:1]([C:3]1[C:11]2[C:6](=[CH:7][CH:8]=[C:9]([NH2:12])[CH:10]=2)[NH:5][N:4]=1)[CH3:2].[Cl:13][C:14]1[CH:19]=[CH:18][C:17]([CH:20]2[CH2:25][C:24](=[O:26])[NH:23][C:22]([CH3:27])=[C:21]2[C:28](O)=[O:29])=[CH:16][C:15]=1[O:31][CH3:32].C(Cl)CCl.CCN(CC)CC. (3) Given the product [F:1][C:2]1[CH:11]=[C:10]2[C:5]([CH:6]=[CH:7][CH:8]=[N:9]2)=[CH:4][C:3]=1[CH2:12][N:13]1[C:21]2[C:16](=[N:17][CH:18]=[C:19](/[C:22](=[N:30]/[NH:29][C:25](=[O:28])[CH2:26][CH3:27])/[CH3:23])[N:20]=2)[N:15]=[N:14]1, predict the reactants needed to synthesize it. The reactants are: [F:1][C:2]1[CH:11]=[C:10]2[C:5]([CH:6]=[CH:7][CH:8]=[N:9]2)=[CH:4][C:3]=1[CH2:12][N:13]1[C:21]2[C:16](=[N:17][CH:18]=[C:19]([C:22](=O)[CH3:23])[N:20]=2)[N:15]=[N:14]1.[C:25]([NH:29][NH2:30])(=[O:28])[CH2:26][CH3:27]. (4) Given the product [F:1][C:2]1[CH:7]=[CH:6][CH:5]=[CH:4][C:3]=1[C:8]1[N:9]([CH3:18])[N:10]=[CH:11][CH:12]=1, predict the reactants needed to synthesize it. The reactants are: [F:1][C:2]1[CH:7]=[CH:6][CH:5]=[CH:4][C:3]=1[C:8]1[CH:12]=[CH:11][NH:10][N:9]=1.IC.[OH-].[Na+].F[C:18]1C=CC=CC=1C1C=CN(C)N=1. (5) Given the product [Cl:13][C:10]1[C:9]2[C:4](=[CH:5][C:6]([F:15])=[CH:7][C:8]=2[F:14])[N:3]=[C:2]([C:19]2[CH:18]=[C:17]([CH3:16])[CH:22]=[CH:21][C:20]=2[S:26][CH3:27])[C:11]=1[CH3:12], predict the reactants needed to synthesize it. The reactants are: Cl[C:2]1[C:11]([CH3:12])=[C:10]([Cl:13])[C:9]2[C:4](=[CH:5][C:6]([F:15])=[CH:7][C:8]=2[F:14])[N:3]=1.[CH3:16][C:17]1[CH:18]=[CH:19][C:20]([S:26][CH3:27])=[C:21](B(O)O)[CH:22]=1. (6) The reactants are: [Cl:1][C:2]1[CH:7]=[CH:6][C:5]([N+:8]([O-:10])=[O:9])=[C:4](F)[CH:3]=1.[NH:12]1[CH:16]=[CH:15][CH:14]=[C:13]1[C:17]([O:19][CH3:20])=[O:18].C([O-])([O-])=O.[Cs+].[Cs+].CN(C=O)C. Given the product [Cl:1][C:2]1[CH:7]=[CH:6][C:5]([N+:8]([O-:10])=[O:9])=[C:4]([N:12]2[CH:16]=[CH:15][CH:14]=[C:13]2[C:17]([O:19][CH3:20])=[O:18])[CH:3]=1, predict the reactants needed to synthesize it.